Dataset: Reaction yield outcomes from USPTO patents with 853,638 reactions. Task: Predict the reaction yield, written as a fraction of the theoretical maximum amount of product (1.0 means a 100% yield; for example, 0.34 means a 34% yield). (1) The reactants are [NH2:1][C:2]1[C:10]([Br:11])=[CH:9][CH:8]=[CH:7][C:3]=1[C:4]([OH:6])=O.[NH2:12][C:13]1[CH:14]=[N:15][CH:16]=[CH:17][CH:18]=1.CCN(C(C)C)C(C)C.CCCP1(OP(CCC)(=O)OP(CCC)(=O)O1)=O.C([O-])(O)=O.[Na+]. The catalyst is CCOC(C)=O. The product is [NH2:1][C:2]1[C:10]([Br:11])=[CH:9][CH:8]=[CH:7][C:3]=1[C:4]([NH:12][C:13]1[CH:14]=[N:15][CH:16]=[CH:17][CH:18]=1)=[O:6]. The yield is 0.790. (2) The reactants are [C:1]1([CH:7]([C:28]2[CH:33]=[CH:32][CH:31]=[CH:30][CH:29]=2)[N:8]2[C:16]3[C:11](=[CH:12][CH:13]=[CH:14][CH:15]=3)[CH:10]([C:17]3[C:25]([OH:26])=[CH:24][C:20]4[CH2:21][CH2:22][O:23][C:19]=4[CH:18]=3)[C:9]2=[O:27])[CH:6]=[CH:5][CH:4]=[CH:3][CH:2]=1.[CH2:34]=[O:35].C(NC(C)C)(C)C. The catalyst is C1COCC1.C(OCC)(=O)C. The product is [C:28]1([CH:7]([C:1]2[CH:2]=[CH:3][CH:4]=[CH:5][CH:6]=2)[N:8]2[C:16]3[C:11](=[CH:12][CH:13]=[CH:14][CH:15]=3)[C:10]([C:17]3[C:25]([OH:26])=[CH:24][C:20]4[CH2:21][CH2:22][O:23][C:19]=4[CH:18]=3)([CH2:34][OH:35])[C:9]2=[O:27])[CH:33]=[CH:32][CH:31]=[CH:30][CH:29]=1. The yield is 0.650. (3) The reactants are [CH:1]1([CH:4]2[C:13]3[C:8]4=[C:9]([CH2:14][NH:15][CH2:16][CH2:17][N:7]4[CH2:6][CH2:5]2)[CH:10]=[CH:11][CH:12]=3)[CH2:3][CH2:2]1.C(N(CC)CC)C.[C:25](O[C:25]([O:27][C:28]([CH3:31])([CH3:30])[CH3:29])=[O:26])([O:27][C:28]([CH3:31])([CH3:30])[CH3:29])=[O:26]. The catalyst is C(Cl)Cl. The product is [CH:1]1([CH:4]2[C:13]3[C:8]4=[C:9]([CH2:14][N:15]([C:25]([O:27][C:28]([CH3:31])([CH3:30])[CH3:29])=[O:26])[CH2:16][CH2:17][N:7]4[CH2:6][CH2:5]2)[CH:10]=[CH:11][CH:12]=3)[CH2:2][CH2:3]1. The yield is 1.00. (4) The reactants are [C:1]([P:5](=O)([C:7]1[C:12]([O:13][CH3:14])=[CH:11][CH:10]=[CH:9][C:8]=1[O:15][CH3:16])[CH3:6])([CH3:4])([CH3:3])[CH3:2].CN(CCN(C)C)C.[Li]CCCC.[I:31]I.OS([O-])=O.[Na+]. The catalyst is C1COCC1.ClCCl. The product is [C:1]([P:5]([C:7]1[C:12]([O:13][CH3:14])=[CH:11][CH:10]=[CH:9][C:8]=1[O:15][CH3:16])[CH2:6][I:31])([CH3:4])([CH3:3])[CH3:2]. The yield is 0.800. (5) The reactants are Cl.[NH2:2][CH:3]([C:14]([CH3:17])([CH3:16])[CH3:15])[C:4]([C:6]1[CH:13]=[CH:12][C:9]([C:10]#[N:11])=[CH:8][CH:7]=1)=[O:5].C1N=CN([C:23](N2C=NC=C2)=[O:24])C=1.[CH3:30][C:31]1[N:36]=[C:35]([N:37]2[CH2:42][CH2:41][NH:40][CH2:39][CH2:38]2)[CH:34]=[CH:33][CH:32]=1. The catalyst is CC#N. The product is [C:10]([C:9]1[CH:12]=[CH:13][C:6]([C:4](=[O:5])[CH:3]([NH:2][C:23]([N:40]2[CH2:41][CH2:42][N:37]([C:35]3[CH:34]=[CH:33][CH:32]=[C:31]([CH3:30])[N:36]=3)[CH2:38][CH2:39]2)=[O:24])[C:14]([CH3:17])([CH3:16])[CH3:15])=[CH:7][CH:8]=1)#[N:11]. The yield is 0.370. (6) The reactants are [Cl-].[CH2:2]([N+:12]([CH2:15][CH2:16][CH2:17][CH2:18][CH2:19][CH2:20][CH2:21][CH2:22][CH2:23][CH3:24])([CH3:14])[CH3:13])[CH2:3][CH2:4][CH2:5][CH2:6][CH2:7][CH2:8][CH2:9][CH2:10][CH3:11].O.[CH:26]1[CH:31]=[C:30]([CH2:32][C:33]([O-:35])=[O:34])[C:29]([NH:36][C:37]2[C:42]([Cl:43])=[CH:41][CH:40]=[CH:39][C:38]=2[Cl:44])=[CH:28][CH:27]=1.[Na+]. The catalyst is C(Cl)(Cl)Cl. The product is [Cl:43][C:42]1[CH:41]=[CH:40][CH:39]=[C:38]([Cl:44])[C:37]=1[NH:36][C:29]1[CH:28]=[CH:27][CH:26]=[CH:31][C:30]=1[CH2:32][C:33]([O-:35])=[O:34].[CH2:15]([N+:12]([CH2:2][CH2:3][CH2:4][CH2:5][CH2:6][CH2:7][CH2:8][CH2:9][CH2:10][CH3:11])([CH3:14])[CH3:13])[CH2:16][CH2:17][CH2:18][CH2:19][CH2:20][CH2:21][CH2:22][CH2:23][CH3:24]. The yield is 1.00. (7) The reactants are [CH2:1]([N:3]1[C:7](=[O:8])[C:6](=[O:9])[CH:5]([C:10]([O:12][CH2:13][CH3:14])=[O:11])[CH2:4]1)[CH3:2].[CH3:15]CN(C(C)C)C(C)C. The catalyst is C(#N)C.CO. The product is [CH2:1]([N:3]1[C:7](=[O:8])[C:6]([O:9][CH3:15])=[C:5]([C:10]([O:12][CH2:13][CH3:14])=[O:11])[CH2:4]1)[CH3:2]. The yield is 0.950. (8) The reactants are [CH3:1][O:2][C:3](=[O:24])[C:4]1[CH:9]=[CH:8][C:7]([OH:10])=[C:6]([NH:11][S:12]([C:15]2[CH:20]=[C:19]([Cl:21])[CH:18]=[CH:17][C:16]=2[O:22][CH3:23])(=[O:14])=[O:13])[CH:5]=1.CO[CH:27](OC)[C:28]1[CH:33]=[CH:32][CH:31]=[CH:30][CH:29]=1.O.C1(C)C=CC(S(O)(=O)=O)=CC=1. The catalyst is CCCCCCC. The product is [CH3:1][O:2][C:3]([C:4]1[CH:9]=[CH:8][C:7]2[O:10][CH:27]([C:28]3[CH:33]=[CH:32][CH:31]=[CH:30][CH:29]=3)[N:11]([S:12]([C:15]3[CH:20]=[C:19]([Cl:21])[CH:18]=[CH:17][C:16]=3[O:22][CH3:23])(=[O:13])=[O:14])[C:6]=2[CH:5]=1)=[O:24]. The yield is 0.840. (9) The reactants are [Br:1][C:2]1[CH:3]=[C:4]([C:11](OC)=[O:12])[CH:5]=[C:6]2[C:10]=1[NH:9][CH:8]=[CH:7]2.CC(C[AlH]CC(C)C)C.Cl. The catalyst is C1(C)C=CC=CC=1. The product is [Br:1][C:2]1[CH:3]=[C:4]([CH2:11][OH:12])[CH:5]=[C:6]2[C:10]=1[NH:9][CH:8]=[CH:7]2. The yield is 0.520. (10) The reactants are C([NH:5][S:6]([C:9]1[CH:10]=[C:11]([C:15]2[CH:20]=[CH:19][CH:18]=[C:17]([C:21]3[N:26]=[C:25]([C:27]4[CH:32]=[CH:31][C:30]([Cl:33])=[CH:29][CH:28]=4)[CH:24]=[C:23]([CH3:34])[N:22]=3)[CH:16]=2)[CH:12]=[CH:13][CH:14]=1)(=[O:8])=[O:7])(C)(C)C.C(O)(C(F)(F)F)=O. The catalyst is ClCCl. The product is [Cl:33][C:30]1[CH:31]=[CH:32][C:27]([C:25]2[CH:24]=[C:23]([CH3:34])[N:22]=[C:21]([C:17]3[CH:16]=[C:15]([C:11]4[CH:12]=[CH:13][CH:14]=[C:9]([S:6]([NH2:5])(=[O:8])=[O:7])[CH:10]=4)[CH:20]=[CH:19][CH:18]=3)[N:26]=2)=[CH:28][CH:29]=1. The yield is 0.630.